Predict the reactants needed to synthesize the given product. From a dataset of Full USPTO retrosynthesis dataset with 1.9M reactions from patents (1976-2016). (1) The reactants are: Cl[C:2]1[CH:9]=[CH:8][C:5]([C:6]#[N:7])=[CH:4][N:3]=1.[F:10][C:11]([F:16])([F:15])[C@H:12]([OH:14])[CH3:13]. Given the product [F:10][C:11]([F:16])([F:15])[C@H:12]([O:14][C:2]1[CH:9]=[CH:8][C:5]([C:6]#[N:7])=[CH:4][N:3]=1)[CH3:13], predict the reactants needed to synthesize it. (2) Given the product [CH3:1][C:2]1([CH3:24])[CH2:10][C:9]2[N:8]([CH2:32][O:31][CH2:30][CH2:29][Si:28]([CH3:35])([CH3:34])[CH3:27])[N:7]=[C:6]([C:11]3[N:12]([CH2:40][O:39][CH2:36][CH2:37][Si:28]([CH3:34])([CH3:29])[CH3:27])[C:13]4[C:18]([CH:19]=3)=[CH:17][CH:16]=[C:15]([C:20]([O:22][CH3:23])=[O:21])[CH:14]=4)[C:5]=2[CH2:4][CH2:3]1, predict the reactants needed to synthesize it. The reactants are: [CH3:1][C:2]1([CH3:24])[CH2:10][C:9]2[NH:8][N:7]=[C:6]([C:11]3[NH:12][C:13]4[C:18]([CH:19]=3)=[CH:17][CH:16]=[C:15]([C:20]([O:22][CH3:23])=[O:21])[CH:14]=4)[C:5]=2[CH2:4][CH2:3]1.[H-].[Na+].[CH3:27][Si:28]([CH3:35])([CH3:34])[CH2:29][CH2:30][O:31][CH2:32]Cl.[C:36]([O:39][CH2:40]C)(=O)[CH3:37].